From a dataset of Catalyst prediction with 721,799 reactions and 888 catalyst types from USPTO. Predict which catalyst facilitates the given reaction. (1) Reactant: [N:1]1[CH:6]=[CH:5][CH:4]=[CH:3][C:2]=1[NH:7][C:8]1[CH:13]=[CH:12][CH:11]=[CH:10][C:9]=1[NH2:14].[CH3:15][C:16]([CH3:23])([CH3:22])/[CH:17]=[CH:18]/[C:19]([Cl:21])=O.N1C=CC=CC=1N1C2C=CC=CC=2N=C1/C=C/C1C=CC=CC=1.Cl. Product: [ClH:21].[CH3:15][C:16]([CH3:23])([CH3:22])/[CH:17]=[CH:18]/[C:19]1[N:7]([C:2]2[CH:3]=[CH:4][CH:5]=[CH:6][N:1]=2)[C:8]2[CH:13]=[CH:12][CH:11]=[CH:10][C:9]=2[N:14]=1. The catalyst class is: 5. (2) Reactant: [F:1][C:2]([F:11])([F:10])[C:3]1[C:7]([CH:8]=[O:9])=[CH:6][NH:5][N:4]=1.CC(C)([O-])C.[K+].Cl[CH2:19][C:20]1[NH:21][C:22](=[O:36])[C:23]2[C:28]([C:29]3[CH:34]=[CH:33][CH:32]=[CH:31][CH:30]=3)=[C:27]([CH3:35])[S:26][C:24]=2[N:25]=1. Product: [CH3:35][C:27]1[S:26][C:24]2[N:25]=[C:20]([CH2:19][N:5]3[CH:6]=[C:7]([CH:8]=[O:9])[C:3]([C:2]([F:1])([F:10])[F:11])=[N:4]3)[NH:21][C:22](=[O:36])[C:23]=2[C:28]=1[C:29]1[CH:34]=[CH:33][CH:32]=[CH:31][CH:30]=1. The catalyst class is: 1. (3) Reactant: Cl[C:2]1[CH:13]=[CH:12][C:5]([C:6]([O:8][CH:9]([CH3:11])[CH3:10])=[O:7])=[CH:4][C:3]=1[N+:14]([O-:16])=[O:15].[N:17]1([C:23]2[CH:24]=[C:25]([CH:27]=[CH:28][CH:29]=2)[NH2:26])[CH2:22][CH2:21][CH2:20][CH2:19][CH2:18]1.C(N(CC)CC)C. Product: [N+:14]([C:3]1[CH:4]=[C:5]([CH:12]=[CH:13][C:2]=1[NH:26][C:25]1[CH:27]=[CH:28][CH:29]=[C:23]([N:17]2[CH2:22][CH2:21][CH2:20][CH2:19][CH2:18]2)[CH:24]=1)[C:6]([O:8][CH:9]([CH3:11])[CH3:10])=[O:7])([O-:16])=[O:15]. The catalyst class is: 37. (4) Reactant: [Cl:1][C:2]1[N:3]([CH2:10][CH2:11][CH:12]([OH:25])[CH2:13][O:14]S(C2C=CC(C)=CC=2)(=O)=O)[CH:4]=[C:5]([N+:7]([O-:9])=[O:8])[N:6]=1.[O-]CC.[Na+].[F:30][C:31]([F:54])([F:53])[O:32][C:33]1[CH:52]=[CH:51][C:36]([O:37][CH:38]2[CH2:43][CH2:42][N:41]([C:44]3[CH:49]=[CH:48][C:47](O)=[CH:46][CH:45]=3)[CH2:40][CH2:39]2)=[CH:35][CH:34]=1.P([O-])([O-])([O-])=O.[K+].[K+].[K+]. Product: [Cl:1][C:2]1[N:3]([CH2:10][CH2:11][CH:12]([OH:25])[CH2:13][O:14][C:47]2[CH:46]=[CH:45][C:44]([N:41]3[CH2:42][CH2:43][CH:38]([O:37][C:36]4[CH:35]=[CH:34][C:33]([O:32][C:31]([F:53])([F:30])[F:54])=[CH:52][CH:51]=4)[CH2:39][CH2:40]3)=[CH:49][CH:48]=2)[CH:4]=[C:5]([N+:7]([O-:9])=[O:8])[N:6]=1. The catalyst class is: 8.